Dataset: Forward reaction prediction with 1.9M reactions from USPTO patents (1976-2016). Task: Predict the product of the given reaction. (1) Given the reactants C1(P(C2C=CC=CC=2)C2C=CC=CC=2)C=CC=CC=1.[OH-:20].[Na+].[O:22]1[CH:26]=[CH:25][C:24]([C:27]([CH:29]=[CH2:30])=O)=[CH:23]1.[H][H], predict the reaction product. The product is: [O:22]1[CH:26]=[CH:25][C:24]([CH:27]=[CH:29][CH2:30][OH:20])=[CH:23]1. (2) Given the reactants O.C[O:3][C:4]([C:6]1[N:7]([CH3:34])[C:8]([C:11]2[CH:16]=[CH:15][CH:14]=[C:13]([N:17]3[N:26]=[CH:25][C:24]4[C:19](=[CH:20][CH:21]=[C:22]([C:27]([CH3:30])([CH3:29])[CH3:28])[CH:23]=4)[C:18]3=[O:31])[C:12]=2[CH2:32][OH:33])=[CH:9][CH:10]=1)=[O:5].[OH-].[Na+], predict the reaction product. The product is: [C:27]([C:22]1[CH:23]=[C:24]2[C:19](=[CH:20][CH:21]=1)[C:18](=[O:31])[N:17]([C:13]1[C:12]([CH2:32][OH:33])=[C:11]([C:8]3[N:7]([CH3:34])[C:6]([C:4]([OH:5])=[O:3])=[CH:10][CH:9]=3)[CH:16]=[CH:15][CH:14]=1)[N:26]=[CH:25]2)([CH3:30])([CH3:28])[CH3:29]. (3) Given the reactants [CH2:1]([C:5]1[N:6]=[C:7]([CH3:27])[NH:8][C:9](=[O:26])[C:10]=1[CH2:11][C:12]1[CH:17]=[CH:16][C:15]([C:18]2[C:19]([C:24]#[N:25])=[CH:20][CH:21]=[CH:22][CH:23]=2)=[CH:14][CH:13]=1)[CH2:2][CH2:3][CH3:4].N(C(N1CCCCC1)=O)=NC(N1CCCCC1)=O.C(P(CCCC)CCCC)CCC.[N:59]1[CH:64]=[CH:63][N:62]=[CH:61][C:60]=1[CH2:65]O, predict the reaction product. The product is: [CH2:1]([C:5]1[N:6]=[C:7]([CH3:27])[N:8]([CH2:65][C:60]2[CH:61]=[N:62][CH:63]=[CH:64][N:59]=2)[C:9](=[O:26])[C:10]=1[CH2:11][C:12]1[CH:17]=[CH:16][C:15]([C:18]2[C:19]([C:24]#[N:25])=[CH:20][CH:21]=[CH:22][CH:23]=2)=[CH:14][CH:13]=1)[CH2:2][CH2:3][CH3:4]. (4) The product is: [N:48]1[CH:49]=[CH:50][C:45]([C:3]2[N:4]3[CH:9]=[CH:8][CH:7]=[CH:6][C:5]3=[N:1][C:2]=2[C:10]2[CH:17]=[CH:16][C:13]([CH:14]=[O:15])=[CH:12][CH:11]=2)=[CH:46][CH:47]=1. Given the reactants [N:1]1[C:2]([C:10]2[CH:17]=[CH:16][C:13]([CH:14]=[O:15])=[CH:12][CH:11]=2)=[CH:3][N:4]2[CH:9]=[CH:8][CH:7]=[CH:6][C:5]=12.C1(P(C2C=CC=CC=2)C2C=CC=CC=2)C=CC=CC=1.C(N(CC)CC)C.Br[C:45]1[CH:50]=[CH:49][N:48]=[CH:47][CH:46]=1, predict the reaction product. (5) Given the reactants [C:1]([O:5][C:6]([N:8]1[CH2:15][CH:14]2[NH:16][CH:10]([CH2:11][NH:12][CH2:13]2)[CH2:9]1)=[O:7])([CH3:4])([CH3:3])[CH3:2].[F:17][C:18]1[CH:25]=[CH:24][C:21]([CH2:22]Cl)=[CH:20][CH:19]=1.C([O-])(O)=O.[Na+], predict the reaction product. The product is: [C:1]([O:5][C:6]([N:8]1[CH2:9][CH:10]2[NH:16][CH:14]([CH2:13][N:12]([CH2:22][C:21]3[CH:24]=[CH:25][C:18]([F:17])=[CH:19][CH:20]=3)[CH2:11]2)[CH2:15]1)=[O:7])([CH3:4])([CH3:2])[CH3:3]. (6) Given the reactants [Cl:1][C:2]1[CH:3]=[C:4]([C@@H:9]([CH2:21][CH:22]2[CH2:27][CH2:26][CH2:25][CH2:24][O:23]2)[C:10](N2[C@@H](C(C)C)COC2=O)=[O:11])[CH:5]=[CH:6][C:7]=1[Cl:8].OO.[OH-].[Li+].S([O-])([O-])=[O:33].[Na+].[Na+].C(=O)(O)[O-].[Na+], predict the reaction product. The product is: [Cl:1][C:2]1[CH:3]=[C:4]([C@@H:9]([CH2:21][CH:22]2[CH2:27][CH2:26][CH2:25][CH2:24][O:23]2)[C:10]([OH:11])=[O:33])[CH:5]=[CH:6][C:7]=1[Cl:8]. (7) Given the reactants [NH2:1][C:2]1[N:20]=[C:5]2[CH:6]=[CH:7][CH:8]=[C:9]([C:10]([C:12]3[CH:17]=[CH:16][N:15]=[C:14]([O:18]C)[CH:13]=3)=O)[N:4]2[N:3]=1.BrC1N2N=C(N)N=C2C=CC=1.[CH2:32]([Li])[CH2:33][CH2:34][CH3:35].CO[N:39]([CH3:50])[C:40](=[O:49])[C:41]1C=CN=C(OC)[CH:42]=1, predict the reaction product. The product is: [OH:18][C:14]1[CH:13]=[C:12]([CH2:10][C:9]2[N:4]3[N:3]=[C:2]([NH:1][C:33]4[CH:34]=[C:35]5[C:41](=[CH:42][CH:32]=4)[C:40](=[O:49])[NH:39][CH2:50]5)[N:20]=[C:5]3[CH:6]=[CH:7][CH:8]=2)[CH:17]=[CH:16][N:15]=1. (8) The product is: [O:2]=[S:1]1[O:14][C@H:13]2[CH2:12][S:11][C@@H:10]([CH2:15][CH2:16][CH2:17][CH2:18][C:19]([OH:21])=[O:20])[C@H:9]2[O:8]1. Given the reactants [S:1](Cl)(Cl)=[O:2].CC#N.[OH:8][C@H:9]1[C@@H:13]([OH:14])[CH2:12][S:11][C@H:10]1[CH2:15][CH2:16][CH2:17][CH2:18][C:19]([OH:21])=[O:20], predict the reaction product. (9) Given the reactants Cl.[Cl:2][C:3]1[CH:4]=[C:5]2[C:9](=[CH:10][CH:11]=1)[NH:8][CH:7]=[C:6]2[CH2:12][CH2:13][NH2:14].[F:15][C:16]1[CH:17]=[C:18]([N:24]2[CH2:28][CH2:27][CH:26]([C:29](O)=[O:30])[C:25]2=[O:32])[CH:19]=[CH:20][C:21]=1[O:22][CH3:23].CN(C(ON1N=NC2C=CC=NC1=2)=[N+](C)C)C.F[P-](F)(F)(F)(F)F.C(N(CC)C(C)C)(C)C, predict the reaction product. The product is: [Cl:2][C:3]1[CH:4]=[C:5]2[C:9](=[CH:10][CH:11]=1)[NH:8][CH:7]=[C:6]2[CH2:12][CH2:13][NH:14][C:29]([CH:26]1[CH2:27][CH2:28][N:24]([C:18]2[CH:19]=[CH:20][C:21]([O:22][CH3:23])=[C:16]([F:15])[CH:17]=2)[C:25]1=[O:32])=[O:30]. (10) Given the reactants [N:1]1([CH2:6][C:7]([OH:9])=O)[CH:5]=[CH:4][CH:3]=[N:2]1.C1C=NC2N(O)N=NC=2C=1.CCN(C(C)C)C(C)C.[CH3:29][O:30][C:31](=[O:45])[C:32]1[CH:37]=[CH:36][C:35]([NH:38][CH:39]([CH2:42][CH3:43])[CH2:40][CH3:41])=[C:34]([NH2:44])[CH:33]=1, predict the reaction product. The product is: [CH3:29][O:30][C:31](=[O:45])[C:32]1[CH:37]=[CH:36][C:35]([NH:38][CH:39]([CH2:40][CH3:41])[CH2:42][CH3:43])=[C:34]([NH:44][C:7](=[O:9])[CH2:6][N:1]2[CH:5]=[CH:4][CH:3]=[N:2]2)[CH:33]=1.